From a dataset of Full USPTO retrosynthesis dataset with 1.9M reactions from patents (1976-2016). Predict the reactants needed to synthesize the given product. Given the product [CH3:29][O:28][C:25]1[CH:26]=[CH:27][C:22]([NH:19][C:20]([NH2:1])=[S:21])=[C:23]([CH3:30])[CH:24]=1, predict the reactants needed to synthesize it. The reactants are: [N:1]1(CCOC2C=CC(NC(N)=O)=CC=2)CCCC1.[N:19]([C:22]1[CH:27]=[CH:26][C:25]([O:28][CH3:29])=[CH:24][C:23]=1[CH3:30])=[C:20]=[S:21].